The task is: Predict the product of the given reaction.. This data is from Forward reaction prediction with 1.9M reactions from USPTO patents (1976-2016). (1) Given the reactants [CH3:1][O:2][C:3]1[CH:30]=[CH:29][C:6]([CH2:7][N:8]2[CH:12]=[C:11]([C:13]3[CH:18]=[CH:17][N+:16]([O-])=[CH:15][CH:14]=3)[C:10]([C:20]3[CH:25]=[CH:24][CH:23]=[C:22]([N+:26]([O-:28])=[O:27])[CH:21]=3)=[N:9]2)=[CH:5][CH:4]=1.[C:31]([NH2:35])([CH3:34])([CH3:33])[CH3:32].C1(C)C=CC(S(OS(C2C=CC(C)=CC=2)(=O)=O)(=O)=O)=CC=1, predict the reaction product. The product is: [C:31]([NH:35][C:15]1[CH:14]=[C:13]([C:11]2[C:10]([C:20]3[CH:25]=[CH:24][CH:23]=[C:22]([N+:26]([O-:28])=[O:27])[CH:21]=3)=[N:9][N:8]([CH2:7][C:6]3[CH:29]=[CH:30][C:3]([O:2][CH3:1])=[CH:4][CH:5]=3)[CH:12]=2)[CH:18]=[CH:17][N:16]=1)([CH3:34])([CH3:33])[CH3:32]. (2) Given the reactants [N+:1]([C:4]1[CH:11]=[CH:10][CH:9]=[C:8]([N+:12]([O-])=O)[C:5]=1[C:6]#[N:7])([O-])=O.S(=O)(=O)(O)[OH:16].[OH-].[Na+], predict the reaction product. The product is: [NH2:1][C:4]1[CH:11]=[CH:10][CH:9]=[C:8]([NH2:12])[C:5]=1[C:6]([NH2:7])=[O:16].